Dataset: Full USPTO retrosynthesis dataset with 1.9M reactions from patents (1976-2016). Task: Predict the reactants needed to synthesize the given product. (1) Given the product [CH2:38]([O:40][C:41]([N:43]1[CH2:44][CH2:45][CH:46]([NH:49][C:7](=[O:9])[C:6]2[CH:10]=[CH:11][CH:12]=[CH:13][C:5]=2[O:4][C:3]2[CH:14]=[CH:15][C:16]([Cl:18])=[CH:17][C:2]=2[Cl:1])[CH2:47][CH2:48]1)=[O:42])[CH3:39], predict the reactants needed to synthesize it. The reactants are: [Cl:1][C:2]1[CH:17]=[C:16]([Cl:18])[CH:15]=[CH:14][C:3]=1[O:4][C:5]1[CH:13]=[CH:12][CH:11]=[CH:10][C:6]=1[C:7]([OH:9])=O.Cl.CN(C)CCCN=C=NCC.C(N(CC)CC)C.[CH2:38]([O:40][C:41]([N:43]1[CH2:48][CH2:47][CH:46]([NH2:49])[CH2:45][CH2:44]1)=[O:42])[CH3:39]. (2) Given the product [N:7]1([CH2:13][C:14]([OH:16])=[O:15])[CH:11]=[CH:10][CH:9]=[CH:8]1, predict the reactants needed to synthesize it. The reactants are: [OH-].[K+].CS(C)=O.[NH:7]1[CH:11]=[CH:10][CH:9]=[CH:8]1.Br[CH2:13][C:14]([O:16]CC)=[O:15]. (3) Given the product [F:14][C:15]1[CH:20]=[CH:19][C:18]([CH2:21][NH:22][C:3]([C:5]2[N:6]=[C:7]([CH3:13])[NH:8][C:9](=[O:12])[C:10]=2[OH:11])=[O:4])=[CH:17][CH:16]=1, predict the reactants needed to synthesize it. The reactants are: CO[C:3]([C:5]1[C:10]([OH:11])=[C:9]([OH:12])[N:8]=[C:7]([CH3:13])[N:6]=1)=[O:4].[F:14][C:15]1[CH:20]=[CH:19][C:18]([CH2:21][NH2:22])=[CH:17][CH:16]=1.Cl. (4) The reactants are: [CH3:1][N:2]([C:14]1[N:23]=[C:22]([NH2:24])[C:21]2[C:16](=[CH:17][C:18]([O:27][CH3:28])=[C:19]([O:25][CH3:26])[CH:20]=2)[N:15]=1)[CH2:3][CH2:4][CH2:5][NH:6]C(C1OCCC1)=O.Cl.NC1C2C(=CC(OC)=C(OC)C=2)N=C(Cl)N=1.CNCCC#N. Given the product [NH2:24][C:22]1[C:21]2[C:16](=[CH:17][C:18]([O:27][CH3:28])=[C:19]([O:25][CH3:26])[CH:20]=2)[N:15]=[C:14]([N:2]([CH2:3][CH2:4][C:5]#[N:6])[CH3:1])[N:23]=1, predict the reactants needed to synthesize it. (5) Given the product [F:1][C:2]1[CH:7]=[CH:6][C:5]([N:8]2[C:16]3[N:15]=[C:14]4[CH2:17][CH2:18][CH2:19][CH:20]5[CH2:27][C:24]([CH3:26])([OH:25])[CH2:23][CH2:22][C:21]5([CH2:28][C:29]5[CH:34]=[CH:33][CH:32]=[CH:31][N:30]=5)[C:13]4=[CH:12][C:11]=3[CH:10]=[N:9]2)=[CH:4][CH:3]=1, predict the reactants needed to synthesize it. The reactants are: [F:1][C:2]1[CH:7]=[CH:6][C:5]([N:8]2[C:16]3[N:15]=[C:14]4[CH2:17][CH2:18][CH2:19][CH:20]5[CH2:27][C:24]6([CH2:26][O:25]6)[CH2:23][CH2:22][C:21]5([CH2:28][C:29]5[CH:34]=[CH:33][CH:32]=[CH:31][N:30]=5)[C:13]4=[CH:12][C:11]=3[CH:10]=[N:9]2)=[CH:4][CH:3]=1.[BH4-].[Na+]. (6) Given the product [Br:18][C:19]1[CH:20]=[C:21]([O:26][CH3:27])[C:22]([NH:25][C:12](=[O:14])[C:11]2[CH:15]=[CH:16][CH:17]=[C:9]([S:6]([N:1]3[CH2:2][CH2:3][CH2:4][CH2:5]3)(=[O:7])=[O:8])[CH:10]=2)=[N:23][CH:24]=1, predict the reactants needed to synthesize it. The reactants are: [N:1]1([S:6]([C:9]2[CH:10]=[C:11]([CH:15]=[CH:16][CH:17]=2)[C:12]([OH:14])=O)(=[O:8])=[O:7])[CH2:5][CH2:4][CH2:3][CH2:2]1.[Br:18][C:19]1[CH:20]=[C:21]([O:26][CH3:27])[C:22]([NH2:25])=[N:23][CH:24]=1. (7) Given the product [CH3:25][C:4]1[CH:3]=[C:2]([N:28]2[CH2:29][CH2:30][O:26][C:27]2=[O:31])[CH:7]=[CH:6][C:5]=1[C:8]([N:10]1[CH2:15][CH2:14][N:13]([C:16]2[C:21]([CH3:22])=[CH:20][C:19]([CH3:23])=[C:18]([CH3:24])[N:17]=2)[CH2:12][CH2:11]1)=[O:9], predict the reactants needed to synthesize it. The reactants are: Br[C:2]1[CH:7]=[CH:6][C:5]([C:8]([N:10]2[CH2:15][CH2:14][N:13]([C:16]3[C:21]([CH3:22])=[CH:20][C:19]([CH3:23])=[C:18]([CH3:24])[N:17]=3)[CH2:12][CH2:11]2)=[O:9])=[C:4]([CH3:25])[CH:3]=1.[O:26]1[CH2:30][CH2:29][NH:28][C:27]1=[O:31]. (8) Given the product [OH:1][B:2]1[C:6]2[CH:7]=[C:8]([O:12][C:13]3[CH:18]=[C:17]([C:19](=[NH:22])[NH:20][OH:21])[CH:16]=[CH:15][N:14]=3)[CH:9]=[C:10]([CH3:11])[C:5]=2[CH:4]([CH2:23][C:24]([OH:26])=[O:25])[O:3]1, predict the reactants needed to synthesize it. The reactants are: [OH:1][B:2]1[C:6]2[CH:7]=[C:8]([O:12][C:13]3[CH:18]=[C:17]([C:19](=[NH:22])[NH:20][OH:21])[CH:16]=[CH:15][N:14]=3)[CH:9]=[C:10]([CH3:11])[C:5]=2[CH:4]([CH2:23][C:24]([O:26]CC)=[O:25])[O:3]1.Cl.